From a dataset of Reaction yield outcomes from USPTO patents with 853,638 reactions. Predict the reaction yield, written as a fraction of the theoretical maximum amount of product (1.0 means a 100% yield; for example, 0.34 means a 34% yield). (1) The catalyst is CCO. The reactants are Br[CH2:2][C:3]([C:5]1[C:10]([CH3:11])=[CH:9][C:8]([O:12][CH:13]([CH3:15])[CH3:14])=[CH:7][C:6]=1[CH3:16])=O.[NH2:17][C:18]([NH2:20])=[S:19]. The product is [CH:13]([O:12][C:8]1[CH:9]=[C:10]([CH3:11])[C:5]([C:3]2[N:17]=[C:18]([NH2:20])[S:19][CH:2]=2)=[C:6]([CH3:16])[CH:7]=1)([CH3:15])[CH3:14]. The yield is 0.722. (2) The yield is 0.740. The reactants are C([O:3][C:4]([CH:6]1[CH2:11][N:10]([CH3:12])[CH2:9][CH2:8][N:7]1[S:13]([C:16]1[CH:21]=[CH:20][C:19]([F:22])=[CH:18][CH:17]=1)(=[O:15])=[O:14])=[O:5])C.[OH-].[Na+].Cl. The product is [F:22][C:19]1[CH:20]=[CH:21][C:16]([S:13]([N:7]2[CH2:8][CH2:9][N:10]([CH3:12])[CH2:11][CH:6]2[C:4]([OH:5])=[O:3])(=[O:14])=[O:15])=[CH:17][CH:18]=1. The catalyst is CO.C1COCC1.